Dataset: Full USPTO retrosynthesis dataset with 1.9M reactions from patents (1976-2016). Task: Predict the reactants needed to synthesize the given product. Given the product [CH:23]1([C:20]([OH:22])([CH3:21])[CH2:19][NH:18][C:15]([C:4]2[C:3]3[C:7](=[CH:8][CH:9]=[CH:10][C:2]=3[Cl:1])[N:6]([CH:11]3[CH2:12][O:13][CH2:14]3)[CH:5]=2)=[O:17])[CH2:27][CH2:26][CH2:25][CH2:24]1, predict the reactants needed to synthesize it. The reactants are: [Cl:1][C:2]1[CH:10]=[CH:9][CH:8]=[C:7]2[C:3]=1[C:4]([C:15]([OH:17])=O)=[CH:5][N:6]2[CH:11]1[CH2:14][O:13][CH2:12]1.[NH2:18][CH2:19][C:20]([CH:23]1[CH2:27][CH2:26][CH2:25][CH2:24]1)([OH:22])[CH3:21].